From a dataset of Peptide-MHC class I binding affinity with 185,985 pairs from IEDB/IMGT. Regression. Given a peptide amino acid sequence and an MHC pseudo amino acid sequence, predict their binding affinity value. This is MHC class I binding data. (1) The peptide sequence is MTACGRIVV. The MHC is HLA-A26:01 with pseudo-sequence HLA-A26:01. The binding affinity (normalized) is 0.0847. (2) The peptide sequence is LLKVPYFVR. The MHC is Patr-A0101 with pseudo-sequence Patr-A0101. The binding affinity (normalized) is 0.506. (3) The peptide sequence is RQFPTAFNF. The MHC is Mamu-B52 with pseudo-sequence Mamu-B52. The binding affinity (normalized) is 0.613. (4) The peptide sequence is NRTRHCQP. The MHC is Mamu-B03 with pseudo-sequence Mamu-B03. The binding affinity (normalized) is 0. (5) The MHC is HLA-A11:01 with pseudo-sequence HLA-A11:01. The binding affinity (normalized) is 0.0153. The peptide sequence is ASDPSFPDI. (6) The peptide sequence is HKIPDPQGM. The MHC is HLA-B51:01 with pseudo-sequence HLA-B51:01. The binding affinity (normalized) is 0.0847. (7) The peptide sequence is LCCSLDHSK. The MHC is HLA-A03:01 with pseudo-sequence HLA-A03:01. The binding affinity (normalized) is 0.0362.